From a dataset of Forward reaction prediction with 1.9M reactions from USPTO patents (1976-2016). Predict the product of the given reaction. (1) The product is: [C:14]([C:7]1[C:6]([OH:16])=[C:5]([OH:4])[CH:10]=[C:9]([C:11]#[N:12])[C:8]=1[C:27]1[CH:28]=[CH:29][CH:30]=[C:25]([C:23]([N:22]([CH2:34][CH3:35])[CH2:20][CH3:21])=[O:24])[CH:26]=1)#[N:15]. Given the reactants C([O:4][C:5]1[CH:10]=[C:9]([C:11]#[N:12])[C:8](Br)=[C:7]([C:14]#[N:15])[C:6]=1[O:16]C(=O)C)(=O)C.[CH2:20]([N:22]([CH2:34][CH3:35])[C:23]([C:25]1[CH:26]=[C:27](B(O)O)[CH:28]=[CH:29][CH:30]=1)=[O:24])[CH3:21], predict the reaction product. (2) The product is: [I-:13].[C:9]([NH:8][CH2:7][C:3]1[CH:2]=[N+:1]([CH3:12])[CH:6]=[CH:5][CH:4]=1)(=[O:11])[CH3:10]. Given the reactants [N:1]1[CH:6]=[CH:5][CH:4]=[C:3]([CH2:7][NH:8][C:9](=[O:11])[CH3:10])[CH:2]=1.[CH3:12][I:13], predict the reaction product. (3) The product is: [CH2:1]([C:6]1[S:7][C:8]2[C:17]3[CH:16]=[CH:15][CH:14]=[CH:13][C:12]=3[N:11]=[C:10]([NH2:18])[C:9]=2[N:25]=1)[CH2:2][CH2:3][CH2:4][CH3:5]. Given the reactants [CH2:1]([C:6]1[S:7][C:8]2[C:17]3[CH:16]=[CH:15][CH:14]=[CH:13][C:12]=3[N:11]=[C:10]([NH:18]C(=O)C(Cl)(Cl)Cl)[C:9]=2[N:25]=1)[CH2:2][CH2:3][CH2:4][CH3:5].N.ClCCl, predict the reaction product.